This data is from Reaction yield outcomes from USPTO patents with 853,638 reactions. The task is: Predict the reaction yield, written as a fraction of the theoretical maximum amount of product (1.0 means a 100% yield; for example, 0.34 means a 34% yield). (1) The reactants are OS(O)(=O)=O.[Cl:6][C:7]1[CH:12]=[CH:11][C:10]([C:13](O)([C:37]2[N:41]([CH3:42])[CH:40]=[N:39][CH:38]=2)[C:14]2[CH:15]=[C:16]3[C:21](=[CH:22][CH:23]=2)[N:20]([CH3:24])[C:19](=[O:25])[CH:18]=[C:17]3[C:26]2[S:27][CH:28]=[C:29]([C:31]3[CH:36]=[CH:35][CH:34]=[CH:33][CH:32]=3)[N:30]=2)=[CH:9][CH:8]=1.C([O-])([O-])=[O:45].[K+].[K+].[C:50](#[N:52])[CH3:51]. No catalyst specified. The product is [Cl:6][C:7]1[CH:12]=[CH:11][C:10]([C:13]([C:14]2[CH:15]=[C:16]3[C:21](=[CH:22][CH:23]=2)[N:20]([CH3:24])[C:19](=[O:25])[CH:18]=[C:17]3[C:26]2[S:27][CH:28]=[C:29]([C:31]3[CH:36]=[CH:35][CH:34]=[CH:33][CH:32]=3)[N:30]=2)([C:37]2[N:41]([CH3:42])[CH:40]=[N:39][CH:38]=2)[NH:52][C:50](=[O:45])[CH3:51])=[CH:9][CH:8]=1. The yield is 0.620. (2) The reactants are [NH2:1][C:2]1[N:7]=[C:6]([O:8]C)[N:5]([CH2:10][CH2:11][O:12][CH2:13][CH2:14][O:15][CH2:16][C:17]2[CH:22]=[CH:21][CH:20]=[CH:19][CH:18]=2)[C:4](=[O:23])[CH:3]=1.Cl.[CH2:25]([C:27]1[CH:28]=[C:29]([CH:31]=[CH:32][C:33]=1[CH3:34])N)[CH3:26]. The catalyst is C(C1C=C(C=CC=1C)N)C.O. The product is [CH2:16]([O:15][CH2:14][CH2:13][O:12][CH2:11][CH2:10][N:5]1[C:4](=[O:23])[CH:3]=[C:2]([NH:1][C:29]2[CH:31]=[CH:32][C:33]([CH3:34])=[C:27]([CH2:25][CH3:26])[CH:28]=2)[NH:7][C:6]1=[O:8])[C:17]1[CH:22]=[CH:21][CH:20]=[CH:19][CH:18]=1. The yield is 0.720. (3) The reactants are F[C:2](F)(F)[C:3](O)=O.[CH2:8]([S:10]([N:13]1[CH2:18][CH2:17][CH:16]([C:19]2[C:27]3[C:22](=[C:23]([C:39]([NH2:41])=[O:40])[CH:24]=[C:25]([C:28]4[N:29]=[C:30]([CH2:33][NH:34][CH2:35]C(C)C)[S:31][CH:32]=4)[CH:26]=3)[NH:21][CH:20]=2)[CH2:15][CH2:14]1)(=[O:12])=[O:11])[CH3:9].[CH3:42][CH:43](C)CN. No catalyst specified. The product is [CH2:8]([S:10]([N:13]1[CH2:18][CH2:17][CH:16]([C:19]2[C:27]3[C:22](=[C:23]([C:39]([NH2:41])=[O:40])[CH:24]=[C:25]([C:28]4[N:29]=[C:30]([CH2:33][N:34]5[CH2:35][CH2:3][CH2:2][CH2:43][CH2:42]5)[S:31][CH:32]=4)[CH:26]=3)[NH:21][CH:20]=2)[CH2:15][CH2:14]1)(=[O:12])=[O:11])[CH3:9]. The yield is 0.516. (4) The reactants are C([O:3][C:4]([C:6]1[S:7][C:8]([N:26]2[CH2:31][CH2:30][O:29][CH2:28][CH2:27]2)=[C:9]([CH3:25])[C:10]=1[C:11]1[CH:16]=[CH:15][C:14]([S:17](=[O:24])(=[O:23])[N:18]=CN(C)C)=[CH:13][CH:12]=1)=[O:5])C.[OH-].[Na+].O.Cl. The catalyst is C(O)C.C(OC(=O)C)C. The product is [CH3:25][C:9]1[C:10]([C:11]2[CH:12]=[CH:13][C:14]([S:17](=[O:24])(=[O:23])[NH2:18])=[CH:15][CH:16]=2)=[C:6]([C:4]([OH:5])=[O:3])[S:7][C:8]=1[N:26]1[CH2:27][CH2:28][O:29][CH2:30][CH2:31]1. The yield is 0.660. (5) The reactants are [C:1]([CH:5]=P(C1C=CC=CC=1)(C1C=CC=CC=1)C1C=CC=CC=1)([O:3][CH3:4])=[O:2].O=[C:26]([CH2:32][C:33]([O:35][CH3:36])=[O:34])[CH2:27][C:28]([O:30][CH3:31])=[O:29]. The catalyst is C1(C)C=CC=CC=1. The product is [CH3:31][O:30][C:28](=[O:29])[CH2:27][C:26](=[CH:5][C:1]([O:3][CH3:4])=[O:2])[CH2:32][C:33]([O:35][CH3:36])=[O:34]. The yield is 0.530.